Dataset: Full USPTO retrosynthesis dataset with 1.9M reactions from patents (1976-2016). Task: Predict the reactants needed to synthesize the given product. (1) Given the product [CH3:1][O:2][C:3]1[N:8]=[CH:7][C:6]([C:9]2[S:13][C:12]([S:14]([NH2:20])(=[O:16])=[O:15])=[CH:11][C:10]=2[CH3:18])=[CH:5][CH:4]=1, predict the reactants needed to synthesize it. The reactants are: [CH3:1][O:2][C:3]1[N:8]=[CH:7][C:6]([C:9]2[S:13][C:12]([S:14](Cl)(=[O:16])=[O:15])=[CH:11][C:10]=2[CH3:18])=[CH:5][CH:4]=1.[OH-].[NH4+:20]. (2) Given the product [N:1]([CH2:4][CH2:5][CH2:6][C:7]1([C:23]2[CH:28]=[CH:27][CH:26]=[CH:25][CH:24]=2)[N:11]([C:12]([S:14][CH3:29])=[NH:13])[N:10]=[C:9]([C:15]2[CH:20]=[C:19]([F:21])[CH:18]=[CH:17][C:16]=2[F:22])[S:8]1)=[N+:2]=[N-:3], predict the reactants needed to synthesize it. The reactants are: [N:1]([CH2:4][CH2:5][CH2:6][C:7]1([C:23]2[CH:28]=[CH:27][CH:26]=[CH:25][CH:24]=2)[N:11]([C:12](=[S:14])[NH2:13])[N:10]=[C:9]([C:15]2[CH:20]=[C:19]([F:21])[CH:18]=[CH:17][C:16]=2[F:22])[S:8]1)=[N+:2]=[N-:3].[CH2:29](Cl)Cl.CI. (3) Given the product [Cl:21][C:14]1[CH:15]=[C:16]([O:20][S:31]([C:30]([F:43])([F:42])[F:29])(=[O:33])=[O:32])[CH:17]=[C:18]([Cl:19])[C:13]=1[CH2:12][N:9]1[CH2:10][CH2:11][CH:7]([CH:1]2[CH2:2][CH2:3][CH2:4][CH2:5][CH2:6]2)[C:8]1=[O:22], predict the reactants needed to synthesize it. The reactants are: [CH:1]1([CH:7]2[CH2:11][CH2:10][N:9]([CH2:12][C:13]3[C:18]([Cl:19])=[CH:17][C:16]([OH:20])=[CH:15][C:14]=3[Cl:21])[C:8]2=[O:22])[CH2:6][CH2:5][CH2:4][CH2:3][CH2:2]1.N1C=CC=CC=1.[F:29][C:30]([F:43])([F:42])[S:31](O[S:31]([C:30]([F:43])([F:42])[F:29])(=[O:33])=[O:32])(=[O:33])=[O:32]. (4) Given the product [CH:8]1([S:11]([C:14]2[CH:15]=[C:16]([CH:17]=[CH:18][CH:19]=2)[NH2:20])(=[O:13])=[O:12])[CH2:10][CH2:9]1, predict the reactants needed to synthesize it. The reactants are: C([SiH](CC)CC)C.[CH:8]1([S:11]([C:14]2[CH:19]=[CH:18][CH:17]=[C:16]([N+:20]([O-])=O)[CH:15]=2)(=[O:13])=[O:12])[CH2:10][CH2:9]1. (5) Given the product [Br:24][CH2:25][CH2:26][CH2:27][CH2:28][N:9]1[CH:10]=[CH:11][C:12]([NH:14][C:15](=[O:23])[CH2:16][C:17]2[CH:18]=[CH:19][CH:20]=[CH:21][CH:22]=2)=[CH:13][C:8]1=[O:7], predict the reactants needed to synthesize it. The reactants are: C([O-])([O-])=O.[K+].[K+].[O:7]=[C:8]1[CH:13]=[C:12]([NH:14][C:15](=[O:23])[CH2:16][C:17]2[CH:22]=[CH:21][CH:20]=[CH:19][CH:18]=2)[CH:11]=[CH:10][NH:9]1.[Br:24][CH2:25][CH2:26][CH2:27][CH2:28]Br. (6) Given the product [OH:2][C:3]1[CH:4]=[CH:5][C:6]([C:9]2[O:21][C:18]3[C:13](=[N:14][CH:15]=[CH:16][CH:17]=3)[C:11](=[O:12])[CH:10]=2)=[CH:7][CH:8]=1, predict the reactants needed to synthesize it. The reactants are: C[O:2][C:3]1[CH:8]=[CH:7][C:6]([C:9](=[O:21])[CH2:10][C:11]([C:13]2[C:18](OC)=[CH:17][CH:16]=[CH:15][N:14]=2)=[O:12])=[CH:5][CH:4]=1.Br.C([O-])(O)=O.[Na+].